Dataset: TCR-epitope binding with 47,182 pairs between 192 epitopes and 23,139 TCRs. Task: Binary Classification. Given a T-cell receptor sequence (or CDR3 region) and an epitope sequence, predict whether binding occurs between them. (1) The epitope is GILGFVFTL. The TCR CDR3 sequence is CASSRTGTSYEQYF. Result: 1 (the TCR binds to the epitope). (2) The epitope is KPLEFGATSAAL. The TCR CDR3 sequence is CASSFPGLASEQYF. Result: 1 (the TCR binds to the epitope). (3) The epitope is VLWAHGFEL. Result: 1 (the TCR binds to the epitope). The TCR CDR3 sequence is CASSQVDRGGTGELFF. (4) The epitope is YSEHPTFTSQY. The TCR CDR3 sequence is CASRGIGEQFF. Result: 0 (the TCR does not bind to the epitope). (5) The epitope is KLGGALQAK. The TCR CDR3 sequence is CASSVAGGFTDTQYF. Result: 0 (the TCR does not bind to the epitope). (6) The epitope is AMFWSVPTV. The TCR CDR3 sequence is CSASPRGGEQYF. Result: 0 (the TCR does not bind to the epitope). (7) The epitope is LLWNGPMAV. The TCR CDR3 sequence is CASSLEVQPQHF. Result: 0 (the TCR does not bind to the epitope). (8) The epitope is IVTDFSVIK. The TCR CDR3 sequence is CASSSVNSNQPQHF. Result: 1 (the TCR binds to the epitope).